Task: Predict the reactants needed to synthesize the given product.. Dataset: Full USPTO retrosynthesis dataset with 1.9M reactions from patents (1976-2016) (1) Given the product [F:30][C:31]1[C:32]([OH:40])=[CH:33][CH:34]=[C:35]([F:39])[C:36]=1[CH:37]1[O:1][N:2]=[C:3]([C:4]2[N:5]=[C:6]([CH:9]3[CH2:10][CH2:11][N:12]([C:15]([O:17][C:18]([CH3:21])([CH3:20])[CH3:19])=[O:16])[CH2:13][CH2:14]3)[S:7][CH:8]=2)[CH2:38]1, predict the reactants needed to synthesize it. The reactants are: [OH:1][N:2]=[CH:3][C:4]1[N:5]=[C:6]([CH:9]2[CH2:14][CH2:13][N:12]([C:15]([O:17][C:18]([CH3:21])([CH3:20])[CH3:19])=[O:16])[CH2:11][CH2:10]2)[S:7][CH:8]=1.ClN1C(=O)CCC1=O.[F:30][C:31]1[C:36]([CH:37]=[CH2:38])=[C:35]([F:39])[CH:34]=[CH:33][C:32]=1[OH:40].C(=O)([O-])O.[K+]. (2) Given the product [C:1]([C:3]1([C:4]([O:6][CH2:7][CH3:8])=[O:5])[CH2:25][CH2:24][O:20][CH2:21][CH2:22]1)#[N:2], predict the reactants needed to synthesize it. The reactants are: [C:1]([CH2:3][C:4]([O:6][CH2:7][CH3:8])=[O:5])#[N:2].N12CCCN=C1CCCCC2.[O:20]([CH2:24][CH2:25]Br)[CH2:21][CH2:22]Br.O.